This data is from CYP2C9 inhibition data for predicting drug metabolism from PubChem BioAssay. The task is: Regression/Classification. Given a drug SMILES string, predict its absorption, distribution, metabolism, or excretion properties. Task type varies by dataset: regression for continuous measurements (e.g., permeability, clearance, half-life) or binary classification for categorical outcomes (e.g., BBB penetration, CYP inhibition). Dataset: cyp2c9_veith. The compound is CCOC(=O)CCCN. The result is 0 (non-inhibitor).